Dataset: Reaction yield outcomes from USPTO patents with 853,638 reactions. Task: Predict the reaction yield, written as a fraction of the theoretical maximum amount of product (1.0 means a 100% yield; for example, 0.34 means a 34% yield). (1) The product is [Cl:18][CH2:19][C:20]([NH:1][C:2]1[CH:17]=[CH:16][CH:15]=[C:4]([O:5][CH2:6][C:7]([N:9]2[CH2:10][CH2:11][O:12][CH2:13][CH2:14]2)=[O:8])[CH:3]=1)=[O:21]. No catalyst specified. The yield is 0.730. The reactants are [NH2:1][C:2]1[CH:3]=[C:4]([CH:15]=[CH:16][CH:17]=1)[O:5][CH2:6][C:7]([N:9]1[CH2:14][CH2:13][O:12][CH2:11][CH2:10]1)=[O:8].[Cl:18][CH2:19][C:20](Cl)=[O:21]. (2) The product is [CH3:1][O:2][CH2:3][CH2:4][NH:5][S:6]([C:9]1[C:14]([Cl:15])=[CH:13][CH:12]=[C:11]([N+:16]([O-:18])=[O:17])[C:10]=1[OH:22])(=[O:8])=[O:7]. The catalyst is C(OCC)(=O)C. The yield is 0.580. The reactants are [CH3:1][O:2][CH2:3][CH2:4][NH:5][S:6]([C:9]1[C:14]([Cl:15])=[CH:13][CH:12]=[C:11]([N+:16]([O-:18])=[O:17])[C:10]=1Cl)(=[O:8])=[O:7].[H-].[Na+].[OH2:22].